Predict which catalyst facilitates the given reaction. From a dataset of Catalyst prediction with 721,799 reactions and 888 catalyst types from USPTO. Reactant: [C:1]([C:3]1[CH:4]=[C:5]([CH2:9][S:10]([NH:13][CH3:14])(=[O:12])=[O:11])[CH:6]=[CH:7][CH:8]=1)#[N:2].B.C1COCC1.Cl.[OH-].[Na+]. Product: [NH2:2][CH2:1][C:3]1[CH:4]=[C:5]([CH2:9][S:10]([NH:13][CH3:14])(=[O:12])=[O:11])[CH:6]=[CH:7][CH:8]=1. The catalyst class is: 1.